Dataset: Forward reaction prediction with 1.9M reactions from USPTO patents (1976-2016). Task: Predict the product of the given reaction. (1) The product is: [Cl:1][C:2]1[CH:7]=[CH:6][N:5]2[N:8]=[C:9]([NH:11][C:13]3[CH:18]=[CH:17][C:16]([S:19]([CH3:22])(=[O:20])=[O:21])=[CH:15][C:14]=3[O:23][CH2:24][C:25]([F:28])([F:27])[F:26])[N:10]=[C:4]2[CH:3]=1. Given the reactants [Cl:1][C:2]1[CH:7]=[CH:6][N:5]2[N:8]=[C:9]([NH2:11])[N:10]=[C:4]2[CH:3]=1.Br[C:13]1[CH:18]=[CH:17][C:16]([S:19]([CH3:22])(=[O:21])=[O:20])=[CH:15][C:14]=1[O:23][CH2:24][C:25]([F:28])([F:27])[F:26], predict the reaction product. (2) Given the reactants [CH2:1]([C:3]1[CH:4]=[N:5][C:6]([N:9]2[CH2:14][CH2:13][CH:12]([CH2:15][CH2:16][CH2:17][O:18][C:19]3[N:24]=[C:23]([CH2:25][CH2:26][OH:27])[C:22]([CH2:28][OH:29])=[CH:21][CH:20]=3)[CH2:11][CH2:10]2)=[N:7][CH:8]=1)[CH3:2].CCN(CC)CC.[CH3:37][S:38](Cl)(=[O:40])=[O:39], predict the reaction product. The product is: [CH3:37][S:38]([O:29][CH2:28][C:22]1[C:23]([CH2:25][CH2:26][O:27][S:38]([CH3:37])(=[O:40])=[O:39])=[N:24][C:19]([O:18][CH2:17][CH2:16][CH2:15][CH:12]2[CH2:13][CH2:14][N:9]([C:6]3[N:7]=[CH:8][C:3]([CH2:1][CH3:2])=[CH:4][N:5]=3)[CH2:10][CH2:11]2)=[CH:20][CH:21]=1)(=[O:40])=[O:39].